Dataset: Forward reaction prediction with 1.9M reactions from USPTO patents (1976-2016). Task: Predict the product of the given reaction. (1) Given the reactants [C:1]([C:4]1[CH:9]=[CH:8][C:7]([C@H:10]2[CH2:27][C@@:25]3([CH3:26])[C@@H:21]([CH2:22][CH2:23][C@@:24]3([OH:33])[C:28]([F:32])([F:31])[CH:29]=[CH2:30])[C@H:20]3[C:11]2=[C:12]2[C:17]([CH2:18][CH2:19]3)=[CH:16][C:15](=[O:34])[CH2:14][CH2:13]2)=[CH:6][CH:5]=1)(=[O:3])[CH3:2].[H][H], predict the reaction product. The product is: [C:1]([C:4]1[CH:5]=[CH:6][C:7]([C@H:10]2[CH2:27][C@@:25]3([CH3:26])[C@@H:21]([CH2:22][CH2:23][C@@:24]3([OH:33])[C:28]([F:32])([F:31])[CH2:29][CH3:30])[C@H:20]3[C:11]2=[C:12]2[C:17]([CH2:18][CH2:19]3)=[CH:16][C:15](=[O:34])[CH2:14][CH2:13]2)=[CH:8][CH:9]=1)(=[O:3])[CH3:2]. (2) Given the reactants [NH2:1][C:2]1[CH:10]=[C:9]([Cl:11])[CH:8]=[CH:7][C:3]=1[C:4]([NH2:6])=[O:5].[CH2:12](OC(OCC)OCC)C.O1CCOCC1.C([O-])(O)=O.[Na+], predict the reaction product. The product is: [Cl:11][C:9]1[CH:10]=[C:2]2[C:3]([C:4](=[O:5])[NH:6][CH:12]=[N:1]2)=[CH:7][CH:8]=1. (3) Given the reactants [Br:1][C:2]1[N:7]2[C:8]([C@@H:12]3[CH2:17][CH2:16][CH2:15][N:14]([C:18]([O:20][CH2:21][C:22]4[CH:27]=[CH:26][CH:25]=[CH:24][CH:23]=4)=[O:19])[CH2:13]3)=[N:9][C:10]([I:11])=[C:6]2[C:5](Cl)=[N:4][CH:3]=1.[CH3:29][O:30][C:31]1[CH:36]=[C:35]([O:37][CH3:38])[CH:34]=[CH:33][C:32]=1[CH2:39][NH2:40].C(N(C(C)C)C(C)C)C, predict the reaction product. The product is: [Br:1][C:2]1[N:7]2[C:8]([C@@H:12]3[CH2:17][CH2:16][CH2:15][N:14]([C:18]([O:20][CH2:21][C:22]4[CH:27]=[CH:26][CH:25]=[CH:24][CH:23]=4)=[O:19])[CH2:13]3)=[N:9][C:10]([I:11])=[C:6]2[C:5]([NH:40][CH2:39][C:32]2[CH:33]=[CH:34][C:35]([O:37][CH3:38])=[CH:36][C:31]=2[O:30][CH3:29])=[N:4][CH:3]=1. (4) Given the reactants [Cl:1][C:2]1[CH:3]=[C:4]2[C:9](=[C:10]([O:12]C)[CH:11]=1)[NH:8][C:7](=[O:14])[C:6]([CH:15]=[O:16])=[CH:5]2.C([S-])C.[Na+], predict the reaction product. The product is: [Cl:1][C:2]1[CH:3]=[C:4]2[C:9](=[C:10]([OH:12])[CH:11]=1)[NH:8][C:7](=[O:14])[C:6]([CH:15]=[O:16])=[CH:5]2. (5) Given the reactants Cl.[NH:2]1[C:6]2[CH:7]=[CH:8][CH:9]=[CH:10][C:5]=2[N:4]=[C:3]1[C:11]([N:13]1[CH2:16][CH:15]([C:17]2[C:22]([C:23]3[CH2:24][CH2:25][NH:26][CH2:27][CH:28]=3)=[N:21][CH:20]=[CH:19][N:18]=2)[CH2:14]1)=[O:12].CCN(CC)CC.[C:36](Cl)(=[O:38])[CH3:37], predict the reaction product. The product is: [NH:2]1[C:6]2[CH:7]=[CH:8][CH:9]=[CH:10][C:5]=2[N:4]=[C:3]1[C:11]([N:13]1[CH2:14][CH:15]([C:17]2[C:22]([C:23]3[CH2:24][CH2:25][N:26]([C:36](=[O:38])[CH3:37])[CH2:27][CH:28]=3)=[N:21][CH:20]=[CH:19][N:18]=2)[CH2:16]1)=[O:12]. (6) Given the reactants [C:1]1(=[N:7][OH:8])[CH2:6][CH2:5][CH2:4][CH2:3][CH2:2]1.[N:9]1[C:16](Cl)=[N:15][C:13](Cl)=[N:12][C:10]=1Cl, predict the reaction product. The product is: [C:1]1(=[N:7][O:8][C:10]2[N:12]=[C:13]([O:8][N:7]=[C:1]3[CH2:6][CH2:5][CH2:4][CH2:3][CH2:2]3)[N:15]=[C:16]([O:8][N:7]=[C:1]3[CH2:6][CH2:5][CH2:4][CH2:3][CH2:2]3)[N:9]=2)[CH2:6][CH2:5][CH2:4][CH2:3][CH2:2]1. (7) The product is: [C:23]([O:22][C:20]([NH:11][C@@H:7]([C:6]1[CH:5]=[CH:4][C:3]([OH:12])=[CH:2][CH:1]=1)[C:8]([OH:10])=[O:9])=[O:21])([CH3:26])([CH3:25])[CH3:24]. Given the reactants [CH:1]1[C:6]([C@H:7]([NH3+:11])[C:8]([O-:10])=[O:9])=[CH:5][CH:4]=[C:3]([OH:12])[CH:2]=1.O.C([O-])([O-])=O.[K+].[K+].[C:20](O[C:20]([O:22][C:23]([CH3:26])([CH3:25])[CH3:24])=[O:21])([O:22][C:23]([CH3:26])([CH3:25])[CH3:24])=[O:21], predict the reaction product. (8) Given the reactants [NH:1]1[CH:5]=[C:4]([C:6]2[CH:11]=[C:10]([C:12]#[N:13])[CH:9]=[CH:8][N:7]=2)[N:3]=[CH:2]1.[F:14][C:15]([F:26])([F:25])[O:16][C:17]1[CH:24]=[CH:23][CH:22]=[CH:21][C:18]=1[CH2:19]Br, predict the reaction product. The product is: [F:14][C:15]([F:25])([F:26])[O:16][C:17]1[CH:24]=[CH:23][CH:22]=[CH:21][C:18]=1[CH2:19][N:1]1[CH:5]=[C:4]([C:6]2[CH:11]=[C:10]([C:12]#[N:13])[CH:9]=[CH:8][N:7]=2)[N:3]=[CH:2]1. (9) Given the reactants [CH2:1]([NH:8][C:9](=[O:18])[C:10]1[CH:15]=[CH:14][CH:13]=C(O)[C:11]=1[OH:17])[C:2]1[CH:7]=[CH:6][CH:5]=[CH:4][CH:3]=1.COC1C(C(O)=O)=CC=C[N:22]=1, predict the reaction product. The product is: [CH2:1]([NH:8][C:9]([C:10]1[C:11]([OH:17])=[N:22][CH:13]=[CH:14][CH:15]=1)=[O:18])[C:2]1[CH:7]=[CH:6][CH:5]=[CH:4][CH:3]=1. (10) The product is: [C:1]([O:5][C:6]([N:8]1[CH2:12][CH2:11][C:10]2([CH2:17][CH2:16][N:15]([S:19]([CH3:18])(=[O:21])=[O:20])[CH2:14][CH2:13]2)[CH2:9]1)=[O:7])([CH3:4])([CH3:2])[CH3:3]. Given the reactants [C:1]([O:5][C:6]([N:8]1[CH2:12][CH2:11][C:10]2([CH2:17][CH2:16][NH:15][CH2:14][CH2:13]2)[CH2:9]1)=[O:7])([CH3:4])([CH3:3])[CH3:2].[CH3:18][S:19](Cl)(=[O:21])=[O:20], predict the reaction product.